From a dataset of Full USPTO retrosynthesis dataset with 1.9M reactions from patents (1976-2016). Predict the reactants needed to synthesize the given product. (1) The reactants are: [Br:1][C:2]1[CH:3]=[C:4]([C:10]([N:12]2[CH2:17][CH2:16][O:15][C:14]3[CH:18]=[CH:19][N:20]=[CH:21][C:13]2=3)=[O:11])[CH:5]=[C:6]([Br:9])[C:7]=1[OH:8].[S:22](=[O:26])(=[O:25])([OH:24])[OH:23]. Given the product [S:22](=[O:24])(=[O:23])([OH:26])[OH:25].[Br:1][C:2]1[CH:3]=[C:4]([C:10]([N:12]2[CH2:17][CH2:16][O:15][C:14]3[CH:18]=[CH:19][N:20]=[CH:21][C:13]2=3)=[O:11])[CH:5]=[C:6]([Br:9])[C:7]=1[OH:8], predict the reactants needed to synthesize it. (2) Given the product [Cl:1][C:2]1[N:3]=[C:4]([CH3:19])[C:5]2[CH:10]=[CH:9][N:8]([C:11]([O:13][C:14]([CH3:17])([CH3:16])[CH3:15])=[O:12])[C:6]=2[N:7]=1, predict the reactants needed to synthesize it. The reactants are: [Cl:1][C:2]1[N:3]=[C:4](Cl)[C:5]2[CH:10]=[CH:9][N:8]([C:11]([O:13][C:14]([CH3:17])([CH3:16])[CH3:15])=[O:12])[C:6]=2[N:7]=1.[CH3:19]B1OB(C)OB(C)O1.[O-]P([O-])([O-])=O.[K+].[K+].[K+].